Dataset: Reaction yield outcomes from USPTO patents with 853,638 reactions. Task: Predict the reaction yield, written as a fraction of the theoretical maximum amount of product (1.0 means a 100% yield; for example, 0.34 means a 34% yield). (1) The reactants are [CH3:1][N:2]1[CH:6]=[C:5]([C:7]2[CH:12]=[CH:11][CH:10]=[CH:9][CH:8]=2)[N:4]=[CH:3]1.[CH3:13][I:14].[C:15]1(C)[CH:20]=[CH:19][CH:18]=[CH:17][CH:16]=1. No catalyst specified. The product is [I-:14].[CH3:1][N+:2]1[C:6]([C:15]2[CH:20]=[CH:19][CH:18]=[CH:17][CH:16]=2)=[C:5]([C:7]2[CH:8]=[CH:9][CH:10]=[CH:11][CH:12]=2)[N:4]([CH3:13])[CH:3]=1. The yield is 0.980. (2) The reactants are CN1CCOCC1.[C:8]([O:12][C:13]([N:15]1[CH2:19][CH2:18][CH2:17][CH:16]1[C:20](O)=[O:21])=[O:14])([CH3:11])([CH3:10])[CH3:9].ClC(OCC(C)C)=O.[BH4-].[Na+]. The catalyst is O1CCCC1.C(OCC)(=O)C. The product is [C:8]([O:12][C:13]([N:15]1[CH2:19][CH2:18][CH2:17][C@@H:16]1[CH2:20][OH:21])=[O:14])([CH3:11])([CH3:10])[CH3:9]. The yield is 0.620. (3) The reactants are C[N:2](C)/[CH:3]=[CH:4]/[C:5]([C:7]1[C:12](=[O:13])[CH:11]=[CH:10][N:9]([C:14]2[CH:19]=[CH:18][CH:17]=[CH:16][CH:15]=2)[N:8]=1)=O.[C:21]1([CH3:29])[CH:26]=[CH:25][CH:24]=[CH:23][C:22]=1[NH:27]N.Cl. No catalyst specified. The product is [C:14]1([N:9]2[CH:10]=[CH:11][C:12](=[O:13])[C:7]([C:5]3[N:27]([C:22]4[CH:23]=[CH:24][CH:25]=[CH:26][C:21]=4[CH3:29])[N:2]=[CH:3][CH:4]=3)=[N:8]2)[CH:19]=[CH:18][CH:17]=[CH:16][CH:15]=1. The yield is 0.550. (4) The reactants are [C:1](Cl)(Cl)=[O:2].[OH:5][C:6]1[N:11]=[CH:10][C:9]([N:12]2[C:17](=[O:18])[CH2:16][C:15]([CH3:20])([CH3:19])[CH2:14][C:13]2=[O:21])=[CH:8][CH:7]=1.C(N(CC)CC)C.N12CCN(CC1)CC2.[N:37]1([O:42][CH:43]2[CH2:48][CH2:47][NH:46][CH2:45][CH2:44]2)[CH:41]=[CH:40][CH:39]=[N:38]1. The catalyst is ClCCl. The product is [CH3:20][C:15]1([CH3:19])[CH2:16][C:17](=[O:18])[N:12]([C:9]2[CH:10]=[N:11][C:6]([O:5][C:1]([N:46]3[CH2:47][CH2:48][CH:43]([O:42][N:37]4[CH:41]=[CH:40][CH:39]=[N:38]4)[CH2:44][CH2:45]3)=[O:2])=[CH:7][CH:8]=2)[C:13](=[O:21])[CH2:14]1. The yield is 0.560. (5) The reactants are [C:1]([C:3]1[C:4]([O:13][CH2:14][CH2:15][OH:16])=[N:5][NH:6][C:7]=1[N:8]=[CH:9][N:10](C)C)#[N:2].[CH3:17][O:18][C:19]1[CH:20]=[C:21]([CH:23]=[CH:24][C:25]=1[O:26][CH2:27][C:28]1[CH:33]=[CH:32][CH:31]=[C:30]([F:34])[CH:29]=1)N. No catalyst specified. The product is [F:34][C:30]1[CH:29]=[C:28]([CH:33]=[CH:32][CH:31]=1)[CH2:27][O:26][C:25]1[CH:24]=[CH:23][C:21]([NH:2][C:1]2[N:10]=[CH:9][N:8]=[C:7]3[NH:6][N:5]=[C:4]([O:13][CH2:14][CH2:15][OH:16])[C:3]=23)=[CH:20][C:19]=1[O:18][CH3:17]. The yield is 0.540. (6) The reactants are C[O:2][C:3]1[CH:8]=[CH:7][C:6]([C:9](=[C:21]2[CH2:26][C:25]([CH3:28])([CH3:27])[CH2:24][C:23]([CH3:30])([CH3:29])[CH2:22]2)[C:10]2[CH:15]=[CH:14][C:13]([NH:16][S:17]([CH3:20])(=[O:19])=[O:18])=[CH:12][CH:11]=2)=[CH:5][CH:4]=1.B(Br)(Br)Br. The catalyst is ClCCl. The product is [OH:2][C:3]1[CH:8]=[CH:7][C:6]([C:9](=[C:21]2[CH2:22][C:23]([CH3:30])([CH3:29])[CH2:24][C:25]([CH3:28])([CH3:27])[CH2:26]2)[C:10]2[CH:15]=[CH:14][C:13]([NH:16][S:17]([CH3:20])(=[O:19])=[O:18])=[CH:12][CH:11]=2)=[CH:5][CH:4]=1. The yield is 0.720. (7) The reactants are [CH3:1][O:2][C:3]1[CH:4]=[C:5]([CH:11]=[CH:12][C:13](=[O:15])[CH3:14])[CH:6]=[C:7]([O:9][CH3:10])[CH:8]=1.Br[C:17]1[CH:22]=[CH:21][C:20]([O:23][CH3:24])=[C:19]([O:25][CH3:26])[CH:18]=1.CC([O-])=O.[Na+].CCOC(C)=O. The catalyst is CN(C=O)C.[Br-].C([N+](CCCC)(CCCC)CCCC)CCC.CC([O-])=O.CC([O-])=O.[Pd+2].O. The product is [CH3:24][O:23][C:20]1[CH:21]=[C:22]([C:11]([C:5]2[CH:6]=[C:7]([O:9][CH3:10])[CH:8]=[C:3]([O:2][CH3:1])[CH:4]=2)=[CH:12][C:13](=[O:15])[CH3:14])[CH:17]=[CH:18][C:19]=1[O:25][CH3:26]. The yield is 0.150.